This data is from Forward reaction prediction with 1.9M reactions from USPTO patents (1976-2016). The task is: Predict the product of the given reaction. (1) Given the reactants [H-].[Al+3].[Li+].[H-].[H-].[H-].[Br:7][C:8]1[CH:17]=[CH:16][C:15]([O:18][CH3:19])=[CH:14][C:9]=1[C:10](OC)=[O:11].O.O.O.O.O.O.O.O.O.O.S([O-])([O-])(=O)=O.[Na+].[Na+].[F-].[K+], predict the reaction product. The product is: [Br:7][C:8]1[CH:17]=[CH:16][C:15]([O:18][CH3:19])=[CH:14][C:9]=1[CH2:10][OH:11]. (2) Given the reactants [C:1]([O:5][C:6]([NH:8][CH:9]([C:13]([O:16][CH3:17])([CH3:15])[CH3:14])[C:10]([OH:12])=O)=[O:7])([CH3:4])([CH3:3])[CH3:2].C1C=CC2N(O)N=NC=2C=1.CCN=C=NCCCN(C)C.Cl.Cl.[CH3:41][C:42]1[N:46]2[C:47](=[O:56])[N:48]([CH:50]3[CH2:55][CH2:54][NH:53][CH2:52][CH2:51]3)[CH2:49][C:45]2=[CH:44][N:43]=1, predict the reaction product. The product is: [CH3:17][O:16][C:13]([CH3:15])([CH3:14])[CH:9]([NH:8][C:6](=[O:7])[O:5][C:1]([CH3:2])([CH3:3])[CH3:4])[C:10]([N:53]1[CH2:52][CH2:51][CH:50]([N:48]2[CH2:49][C:45]3=[CH:44][N:43]=[C:42]([CH3:41])[N:46]3[C:47]2=[O:56])[CH2:55][CH2:54]1)=[O:12].